From a dataset of Forward reaction prediction with 1.9M reactions from USPTO patents (1976-2016). Predict the product of the given reaction. (1) The product is: [Br:1][C:2]1[CH:3]=[C:4]([C:5](=[O:7])[CH:22]=[N+:23]=[N-:24])[CH:8]=[CH:9][C:10]=1[Cl:11]. Given the reactants [Br:1][C:2]1[CH:3]=[C:4]([CH:8]=[CH:9][C:10]=1[Cl:11])[C:5]([OH:7])=O.C(Cl)(=O)C(Cl)=O.C[Si]([CH:22]=[N+:23]=[N-:24])(C)C, predict the reaction product. (2) Given the reactants [CH3:1][C:2]1[C:6]([C:7]2[CH:12]=[C:11]([N+:13]([O-])=O)[C:10]([N:16]([CH3:22])[C:17]([CH:19]3[CH2:21][CH2:20]3)=O)=[C:9]([I:23])[CH:8]=2)=[C:5]([CH3:24])[O:4][N:3]=1.CC(O)=O.[Sn](Cl)Cl, predict the reaction product. The product is: [CH:19]1([C:17]2[N:16]([CH3:22])[C:10]3[C:9]([I:23])=[CH:8][C:7]([C:6]4[C:2]([CH3:1])=[N:3][O:4][C:5]=4[CH3:24])=[CH:12][C:11]=3[N:13]=2)[CH2:21][CH2:20]1. (3) Given the reactants [CH3:1][C:2]1[C:7]([CH:8](O)[CH3:9])=[CH:6][CH:5]=[C:4]([C:11]2[CH:16]=[CH:15][CH:14]=[C:13]([C:17]([F:20])([F:19])[F:18])[CH:12]=2)[N:3]=1.O=S(Cl)[Cl:23], predict the reaction product. The product is: [Cl:23][CH:8]([C:7]1[C:2]([CH3:1])=[N:3][C:4]([C:11]2[CH:16]=[CH:15][CH:14]=[C:13]([C:17]([F:20])([F:19])[F:18])[CH:12]=2)=[CH:5][CH:6]=1)[CH3:9].